Task: Predict the product of the given reaction.. Dataset: Forward reaction prediction with 1.9M reactions from USPTO patents (1976-2016) (1) Given the reactants [CH3:1][S:2]([C:5]1[CH:10]=[C:9]([N+]([O-])=O)[CH:8]=[C:7]([O:14][CH3:15])[CH:6]=1)(=[O:4])=[O:3].[Cl-].[NH4+:17].CO, predict the reaction product. The product is: [CH3:1][S:2]([C:5]1([NH2:17])[CH:6]=[C:7]([O:14][CH3:15])[CH:8]=[CH:9][CH2:10]1)(=[O:4])=[O:3]. (2) Given the reactants [NH2:1][CH2:2][CH2:3][NH:4][C:5]1[C:6]([C:19]([O:21][CH2:22][CH3:23])=[O:20])=[N:7][CH:8]=[C:9]([CH2:11][C:12]2[CH:17]=[CH:16][C:15]([F:18])=[CH:14][CH:13]=2)[CH:10]=1.C(N(CC)CC)C.[CH3:31][S:32](Cl)(=[O:34])=[O:33], predict the reaction product. The product is: [F:18][C:15]1[CH:16]=[CH:17][C:12]([CH2:11][C:9]2[CH:10]=[C:5]([NH:4][CH2:3][CH2:2][NH:1][S:32]([CH3:31])(=[O:34])=[O:33])[C:6]([C:19]([O:21][CH2:22][CH3:23])=[O:20])=[N:7][CH:8]=2)=[CH:13][CH:14]=1.